Dataset: Reaction yield outcomes from USPTO patents with 853,638 reactions. Task: Predict the reaction yield, written as a fraction of the theoretical maximum amount of product (1.0 means a 100% yield; for example, 0.34 means a 34% yield). (1) The yield is 0.657. The reactants are Cl[C:2]1[C:7]([F:8])=[CH:6][CH:5]=[CH:4][N:3]=1.[Cl:9][C:10]1[CH:15]=[CH:14][C:13](B(O)O)=[CH:12][CH:11]=1.C(=O)([O-])[O-].[Na+].[Na+]. The product is [Cl:9][C:10]1[CH:15]=[CH:14][C:13]([C:2]2[C:7]([F:8])=[CH:6][CH:5]=[CH:4][N:3]=2)=[CH:12][CH:11]=1. The catalyst is C1(C)C=CC=CC=1.CN(C)C=O.O.C(OCC)(=O)C.O.C1C=CC(P(C2C=CC=CC=2)[C-]2C=CC=C2)=CC=1.C1C=CC(P(C2C=CC=CC=2)[C-]2C=CC=C2)=CC=1.Cl[Pd]Cl.[Fe+2]. (2) The reactants are [Cl:1][C:2]1[N:7]=[C:6]([C:8]#[N:9])[C:5]([N+:10]([O-])=O)=[CH:4][CH:3]=1.[NH4+].[OH-].[O-:15]S(S([O-])=O)=O.[Na+].[Na+]. The catalyst is O. The product is [NH2:10][C:5]1[C:6]([C:8]([NH2:9])=[O:15])=[N:7][C:2]([Cl:1])=[CH:3][CH:4]=1. The yield is 0.810.